This data is from Full USPTO retrosynthesis dataset with 1.9M reactions from patents (1976-2016). The task is: Predict the reactants needed to synthesize the given product. Given the product [F:25][C:26]1[CH:31]=[CH:30][C:29]([C:2]2[C:7]3[C:8](=[O:24])[N:9]4[CH2:16][CH2:15][N:14]([C:17]([O:19][C:20]([CH3:23])([CH3:21])[CH3:22])=[O:18])[CH2:13][CH:10]4[CH2:11][O:12][C:6]=3[CH:5]=[CH:4][CH:3]=2)=[CH:28][CH:27]=1, predict the reactants needed to synthesize it. The reactants are: Br[C:2]1[C:7]2[C:8](=[O:24])[N:9]3[CH2:16][CH2:15][N:14]([C:17]([O:19][C:20]([CH3:23])([CH3:22])[CH3:21])=[O:18])[CH2:13][CH:10]3[CH2:11][O:12][C:6]=2[CH:5]=[CH:4][CH:3]=1.[F:25][C:26]1[CH:31]=[CH:30][C:29](B(O)O)=[CH:28][CH:27]=1.C(=O)([O-])[O-].[K+].[K+].O.